From a dataset of Reaction yield outcomes from USPTO patents with 853,638 reactions. Predict the reaction yield, written as a fraction of the theoretical maximum amount of product (1.0 means a 100% yield; for example, 0.34 means a 34% yield). (1) The reactants are [C:1]([C:3]1[CH:4]=[C:5]([CH:30]=[CH:31][CH:32]=1)[C:6]([NH:8][C:9]1[C:10]([C:26]([F:29])([F:28])[F:27])=[C:11]2[C:17]([CH:18]3[CH2:23][CH2:22][NH:21][CH2:20][CH:19]3[CH3:24])=[CH:16][N:15]([CH3:25])[C:12]2=[N:13][CH:14]=1)=[O:7])#[N:2].[C:33](Cl)(=[O:37])[CH:34]([CH3:36])[CH3:35]. The catalyst is C(Cl)Cl. The product is [C:1]([C:3]1[CH:4]=[C:5]([CH:30]=[CH:31][CH:32]=1)[C:6]([NH:8][C:9]1[C:10]([C:26]([F:28])([F:27])[F:29])=[C:11]2[C:17]([CH:18]3[CH2:23][CH2:22][N:21]([C:33](=[O:37])[CH:34]([CH3:36])[CH3:35])[CH2:20][CH:19]3[CH3:24])=[CH:16][N:15]([CH3:25])[C:12]2=[N:13][CH:14]=1)=[O:7])#[N:2]. The yield is 0.400. (2) The catalyst is C(Cl)Cl. The product is [C:1]([C:3]1[C:11]2[C:10]([O:12][CH:13]3[CH2:16][CH:15]([NH:17][C:18](=[O:21])[CH:19]=[CH2:20])[CH2:14]3)=[N:9][C:8]([NH:22][C:23]3[CH:24]=[N:25][N:26]([CH3:28])[CH:27]=3)=[N:7][C:6]=2[NH:5][CH:4]=1)#[N:2]. The yield is 0.800. The reactants are [C:1]([C:3]1[C:11]2[C:10]([O:12][C@H:13]3[CH2:16][C@H:15]([NH:17][C:18](=[O:21])[CH:19]=[CH2:20])[CH2:14]3)=[N:9][C:8]([NH:22][C:23]3[CH:24]=[N:25][N:26]([CH3:28])[CH:27]=3)=[N:7][C:6]=2[N:5](COCC[Si](C)(C)C)[CH:4]=1)#[N:2].C(O)(C(F)(F)F)=O.O. (3) The product is [CH3:26][O:25][C:22]1[CH:23]=[CH:24][C:19]([CH2:18][N:16]2[CH:17]=[C:13]3[C:14]([CH:27]([CH3:28])[O:29][C:30]([CH3:32])([CH3:31])[C:10]4[S:9][C:8]([NH2:7])=[N:12][C:11]=43)=[N:15]2)=[CH:20][CH:21]=1. The reactants are C(OC(=O)[NH:7][C:8]1[S:9][C:10]([C:30](O)([CH3:32])[CH3:31])=[C:11]([C:13]2[C:14]([CH:27]([OH:29])[CH3:28])=[N:15][N:16]([CH2:18][C:19]3[CH:24]=[CH:23][C:22]([O:25][CH3:26])=[CH:21][CH:20]=3)[CH:17]=2)[N:12]=1)(C)(C)C. The catalyst is OS(O)(=O)=O.O. The yield is 0.670. (4) The reactants are Br[C:2]1[CH:7]=[CH:6][C:5]([NH:8][C:9]2[O:10][C:11]3[CH:17]=[CH:16][C:15]([CH3:18])=[CH:14][C:12]=3[N:13]=2)=[CH:4][CH:3]=1.Br[C:20]1[CH:36]=[CH:35][C:23]([C:24]([C@@H:26]2[CH2:30][CH2:29][CH2:28][C@H:27]2[C:31]([O:33]C)=[O:32])=[O:25])=[CH:22][CH:21]=1.FC1C=C(C2C=CC(C([C@@H]3CCC[C@H]3C(O)=O)=O)=CC=2)C=CC=1NC1SC2C=C(OC(F)(F)F)C=CC=2N=1. No catalyst specified. The product is [CH3:18][C:15]1[CH:16]=[CH:17][C:11]2[O:10][C:9]([NH:8][C:5]3[CH:6]=[CH:7][C:2]([C:20]4[CH:21]=[CH:22][C:23]([C:24]([C@@H:26]5[CH2:30][CH2:29][CH2:28][C@H:27]5[C:31]([OH:33])=[O:32])=[O:25])=[CH:35][CH:36]=4)=[CH:3][CH:4]=3)=[N:13][C:12]=2[CH:14]=1. The yield is 0.170. (5) The reactants are [Cl:1][C:2]1[N:7]=[C:6]([N:8]2[CH2:13][CH2:12][O:11][CH2:10][CH2:9]2)[N:5]=[C:4]([NH:14][CH2:15][CH2:16][NH:17][C:18]2[CH:23]=[CH:22][CH:21]=[CH:20][CH:19]=2)[CH:3]=1.[C:24](Cl)(Cl)=[O:25].C1(C)C=CC=CC=1.CCN(C(C)C)C(C)C. The catalyst is C(Cl)Cl. The product is [Cl:1][C:2]1[N:7]=[C:6]([N:8]2[CH2:13][CH2:12][O:11][CH2:10][CH2:9]2)[N:5]=[C:4]([N:14]2[CH2:15][CH2:16][N:17]([C:18]3[CH:23]=[CH:22][CH:21]=[CH:20][CH:19]=3)[C:24]2=[O:25])[CH:3]=1. The yield is 0.870. (6) The reactants are [N-:1]=[N+:2]=[N-:3].[Na+].[Cl-].[NH4+].CN(C)C=O.[CH3:12][C:13]1[N:17]([CH2:18][C:19]2[C:28]3[C:23](=[CH:24][CH:25]=[CH:26][CH:27]=3)[CH:22]=[CH:21][CH:20]=2)[C:16]2[CH:29]=[C:30]([N:35]3[CH2:40][CH2:39][O:38][CH2:37][CH2:36]3)[CH:31]=[C:32]([C:33]#[N:34])[C:15]=2[N:14]=1. The catalyst is O. The product is [CH3:12][C:13]1[N:17]([CH2:18][C:19]2[C:28]3[C:23](=[CH:24][CH:25]=[CH:26][CH:27]=3)[CH:22]=[CH:21][CH:20]=2)[C:16]2[CH:29]=[C:30]([N:35]3[CH2:40][CH2:39][O:38][CH2:37][CH2:36]3)[CH:31]=[C:32]([C:33]3[NH:34][N:3]=[N:2][N:1]=3)[C:15]=2[N:14]=1. The yield is 0.130. (7) The reactants are [I:1][C:2]1[C:10]2[C:5](=[CH:6][CH:7]=[C:8]([NH2:11])[CH:9]=2)[NH:4][N:3]=1.[CH:12]1([C:22]([OH:24])=O)[C:21]2[C:16](=[CH:17][CH:18]=[CH:19][CH:20]=2)[CH2:15][CH2:14][O:13]1.CN(C(ON1N=N[C:35]2[CH:36]=[CH:37][CH:38]=[CH:39][C:34]1=2)=[N+](C)C)C.[B-](F)(F)(F)F.CCN([CH:53]([CH3:55])C)C(C)C. The catalyst is O.CN(C=O)C. The product is [I:1][C:2]1[C:10]2[C:5](=[CH:6][CH:7]=[C:8]([NH:11][C:12]([CH:22]3[C:35]4[C:34](=[CH:39][CH:38]=[CH:37][CH:36]=4)[CH2:55][CH2:53][O:24]3)=[O:13])[CH:9]=2)[N:4]([C:22]([CH:12]2[C:21]3[C:16](=[CH:17][CH:18]=[CH:19][CH:20]=3)[CH2:15][CH2:14][O:13]2)=[O:24])[N:3]=1. The yield is 0.300. (8) The reactants are N[C:2]1[CH:7]=[C:6]([F:8])[C:5]([CH3:9])=[CH:4][C:3]=1[S:10]([NH:13][C:14]1[CH:15]=[CH:16][CH:17]=[C:18]2[C:23]=1[N:22]=[CH:21][CH:20]=[CH:19]2)(=[O:12])=[O:11].N(OC(C)(C)C)=O.CC(O)=O. The catalyst is C1COCC1. The product is [F:8][C:6]1[CH:7]=[C:2]2[C:3]([S:10](=[O:11])(=[O:12])[NH:13][C:14]3[C:15]2=[CH:16][CH:17]=[C:18]2[C:23]=3[N:22]=[CH:21][CH:20]=[CH:19]2)=[CH:4][C:5]=1[CH3:9]. The yield is 0.150. (9) The reactants are [NH2:1][C:2]1[CH:10]=[CH:9][CH:8]=[CH:7][C:3]=1[C:4]([OH:6])=[O:5].O=S(Cl)Cl.[CH3:15]O. No catalyst specified. The product is [NH2:1][C:2]1[CH:10]=[CH:9][CH:8]=[CH:7][C:3]=1[C:4]([O:6][CH3:15])=[O:5]. The yield is 0.930.